This data is from TCR-epitope binding with 47,182 pairs between 192 epitopes and 23,139 TCRs. The task is: Binary Classification. Given a T-cell receptor sequence (or CDR3 region) and an epitope sequence, predict whether binding occurs between them. (1) The TCR CDR3 sequence is CASSLGGTDTQYF. Result: 1 (the TCR binds to the epitope). The epitope is AVFDRKSDAK. (2) The epitope is AVFDRKSDAK. The TCR CDR3 sequence is CASSQGAGGLGGELFF. Result: 1 (the TCR binds to the epitope). (3) The epitope is GLCTLVAML. The TCR CDR3 sequence is CASSYWAGNEQFF. Result: 0 (the TCR does not bind to the epitope).